From a dataset of Full USPTO retrosynthesis dataset with 1.9M reactions from patents (1976-2016). Predict the reactants needed to synthesize the given product. Given the product [CH3:1][C:2]1[C:3]([NH:9][C:10]([CH2:11][N:12]2[CH2:13][CH2:14][N:15]([CH2:26][CH:25]([OH:27])[CH2:24][O:23][C:22]3[CH:28]=[CH:29][CH:30]=[CH:31][C:21]=3[O:20][CH3:19])[CH2:16][CH2:17]2)=[O:18])=[C:4]([CH3:8])[CH:5]=[CH:6][CH:7]=1, predict the reactants needed to synthesize it. The reactants are: [CH3:1][C:2]1[CH:7]=[CH:6][CH:5]=[C:4]([CH3:8])[C:3]=1[NH:9][C:10](=[O:18])[CH2:11][N:12]1[CH2:17][CH2:16][NH:15][CH2:14][CH2:13]1.[CH3:19][O:20][C:21]1[CH:31]=[CH:30][CH:29]=[CH:28][C:22]=1[O:23][CH2:24][CH:25]1[O:27][CH2:26]1.CO.